Dataset: Catalyst prediction with 721,799 reactions and 888 catalyst types from USPTO. Task: Predict which catalyst facilitates the given reaction. (1) Reactant: C([O:8][C:9]1[C:10]([N+:21]([O-])=O)=[N:11][C:12]([C:15]2[CH:20]=[CH:19][CH:18]=[CH:17][CH:16]=2)=[CH:13][CH:14]=1)C1C=CC=CC=1. Product: [NH2:21][C:10]1[C:9]([OH:8])=[CH:14][CH:13]=[C:12]([C:15]2[CH:20]=[CH:19][CH:18]=[CH:17][CH:16]=2)[N:11]=1. The catalyst class is: 19. (2) Reactant: C(=O)([O-])[O-].[K+].[K+].[Cl:7][C:8]1[CH:9]=[C:10]([CH2:15][N:16]=[N+:17]=[N-:18])[CH:11]=[CH:12][C:13]=1[Cl:14].[C:19]([O:25][CH3:26])(=[O:24])[CH2:20][C:21]([CH3:23])=O.O. Product: [Cl:7][C:8]1[CH:9]=[C:10]([CH2:15][N:16]2[C:21]([CH3:23])=[C:20]([C:19]([O:25][CH3:26])=[O:24])[N:18]=[N:17]2)[CH:11]=[CH:12][C:13]=1[Cl:14]. The catalyst class is: 16. (3) Reactant: Cl[C:2]1[N:7]=[C:6]([C:8]2[N:12]3[CH:13]=[CH:14][CH:15]=[CH:16][C:11]3=[N:10][C:9]=2[C:17]2[CH:18]=[CH:19][C:20]([O:34][CH3:35])=[C:21]([CH:33]=2)[C:22]([NH:24][C:25]2[C:30]([F:31])=[CH:29][CH:28]=[CH:27][C:26]=2[F:32])=[O:23])[CH:5]=[CH:4][N:3]=1.[CH3:36][O:37][C:38]1[CH:44]=[C:43]([CH:45]2[CH2:50][CH2:49][N:48]([CH2:51][CH2:52][CH3:53])[CH2:47][CH2:46]2)[CH:42]=[CH:41][C:39]=1[NH2:40].C1(C)C=CC(S(O)(=O)=O)=CC=1.C[O-].[Na+]. Product: [F:32][C:26]1[CH:27]=[CH:28][CH:29]=[C:30]([F:31])[C:25]=1[NH:24][C:22](=[O:23])[C:21]1[CH:33]=[C:17]([C:9]2[N:10]=[C:11]3[CH:16]=[CH:15][CH:14]=[CH:13][N:12]3[C:8]=2[C:6]2[CH:5]=[CH:4][N:3]=[C:2]([NH:40][C:39]3[CH:41]=[CH:42][C:43]([CH:45]4[CH2:46][CH2:47][N:48]([CH2:51][CH2:52][CH3:53])[CH2:49][CH2:50]4)=[CH:44][C:38]=3[O:37][CH3:36])[N:7]=2)[CH:18]=[CH:19][C:20]=1[O:34][CH3:35]. The catalyst class is: 812. (4) Product: [Cl:36][C:13]1[C:8]([NH:7][NH:6][C:4](=[O:5])[CH2:3][C:2]([F:27])([F:1])[F:28])=[N:9][CH:10]=[N:11][C:12]=1[N:14]1[CH2:19][CH2:18][CH:17]([C:20]2[CH:25]=[CH:24][CH:23]=[CH:22][C:21]=2[F:26])[CH2:16][CH2:15]1. Reactant: [F:1][C:2]([F:28])([F:27])[CH2:3][C:4]([NH:6][NH:7][C:8]1[CH:13]=[C:12]([N:14]2[CH2:19][CH2:18][CH:17]([C:20]3[CH:25]=[CH:24][CH:23]=[CH:22][C:21]=3[F:26])[CH2:16][CH2:15]2)[N:11]=[CH:10][N:9]=1)=[O:5].C1C(=O)N([Cl:36])C(=O)C1. The catalyst class is: 375. (5) Reactant: [Cl:1][C:2]1[C:3]([CH3:10])=[N+:4]([O-:9])[CH:5]=[C:6]([CH3:8])[CH:7]=1.[N+:11]([O-])([OH:13])=[O:12].C(=O)([O-])[O-].[NH4+].[NH4+]. Product: [Cl:1][C:2]1[C:3]([CH3:10])=[N+:4]([O-:9])[CH:5]=[C:6]([CH3:8])[C:7]=1[N+:11]([O-:13])=[O:12]. The catalyst class is: 65.